Dataset: Reaction yield outcomes from USPTO patents with 853,638 reactions. Task: Predict the reaction yield, written as a fraction of the theoretical maximum amount of product (1.0 means a 100% yield; for example, 0.34 means a 34% yield). (1) The reactants are Br[C:2]1[N:6]([C:7]2[CH:12]=[CH:11][C:10]([F:13])=[CH:9][C:8]=2[CH3:14])[N:5]=[C:4]([C:15]([F:18])([F:17])[F:16])[CH:3]=1.C([Li])CCC.[B:24](OC(C)C)([O:29]C(C)C)[O:25]C(C)C. The catalyst is C1COCC1. The product is [F:13][C:10]1[CH:11]=[CH:12][C:7]([N:6]2[C:2]([B:24]([OH:29])[OH:25])=[CH:3][C:4]([C:15]([F:18])([F:17])[F:16])=[N:5]2)=[C:8]([CH3:14])[CH:9]=1. The yield is 1.00. (2) The reactants are FC(F)(F)C(O)=O.[CH3:8][C:9]1(OC(=O)C(C)=C)[N:13]([C:14](=[O:18])[C:15]([CH3:17])=[CH2:16])[C:12](=[O:19])[CH2:11][CH:10]1[C:20]1[CH:25]=[CH:24][CH:23]=[CH:22][CH:21]=1. The catalyst is ClCCl. The product is [CH2:8]=[C:9]1[N:13]([C:14](=[O:18])[C:15]([CH3:17])=[CH2:16])[C:12](=[O:19])[CH2:11][CH:10]1[C:20]1[CH:21]=[CH:22][CH:23]=[CH:24][CH:25]=1. The yield is 0.600. (3) The reactants are [C:1]1([NH:7][CH2:8][CH2:9][CH2:10][OH:11])[CH:6]=[CH:5][CH:4]=[CH:3][CH:2]=1.Br[CH2:13][CH2:14][CH2:15][C:16]([O:18][CH2:19][CH3:20])=[O:17]. The catalyst is C(N(C(C)C)C(C)C)C. The product is [OH:11][CH2:10][CH2:9][CH2:8][N:7]([C:1]1[CH:6]=[CH:5][CH:4]=[CH:3][CH:2]=1)[CH2:13][CH2:14][CH2:15][C:16]([O:18][CH2:19][CH3:20])=[O:17]. The yield is 1.00. (4) The yield is 0.900. The catalyst is CN(C=O)C. The product is [CH2:1]([O:3][C:4]([C:6]1[CH:7]=[N:8][C:9]2[C:14]([C:15]=1[Br:20])=[N:13][C:12]([O:17][CH3:18])=[CH:11][CH:10]=2)=[O:5])[CH3:2]. The reactants are [CH2:1]([O:3][C:4]([C:6]1[C:15](=O)[C:14]2[C:9](=[CH:10][CH:11]=[C:12]([O:17][CH3:18])[N:13]=2)[NH:8][CH:7]=1)=[O:5])[CH3:2].P(Br)(Br)[Br:20].O.C(=O)([O-])[O-].[Na+].[Na+]. (5) The reactants are [N:1]([C:4]1[CH:5]=[C:6]2[C:11](=[O:12])[N:10]3[CH2:13][CH2:14][N:15]([C:16]([C:18]4[C:19]([CH3:23])=[N:20][O:21][CH:22]=4)=[O:17])[C:9]3([C:24]3[CH:29]=[CH:28][C:27]([O:30][CH3:31])=[CH:26][CH:25]=3)[CH2:8][N:7]2[CH:32]=1)=[N+:2]=[N-:3].[C:33]([Si:35]([CH3:38])([CH3:37])[CH3:36])#[CH:34].C(N(C(C)C)C(C)C)C.[NH4+].[Cl-].N. The catalyst is CN(C=O)C.[Cu](I)I. The product is [CH3:31][O:30][C:27]1[CH:28]=[CH:29][C:24]([C:9]23[N:15]([C:16]([C:18]4[C:19]([CH3:23])=[N:20][O:21][CH:22]=4)=[O:17])[CH2:14][CH2:13][N:10]2[C:11](=[O:12])[C:6]2[N:7]([CH:32]=[C:4]([N:1]4[CH:34]=[C:33]([Si:35]([CH3:38])([CH3:37])[CH3:36])[N:3]=[N:2]4)[CH:5]=2)[CH2:8]3)=[CH:25][CH:26]=1. The yield is 0.230. (6) The reactants are [Cl:1][C:2]1[CH:3]=[C:4]([CH:8]=[C:9]([Cl:15])[C:10]=1[C:11]([O:13][CH3:14])=[O:12])[C:5](O)=[O:6].C([N:18](CC)CC)C.ClC(OCC)=O. The catalyst is C1COCC1.O. The product is [C:5]([C:4]1[CH:3]=[C:2]([Cl:1])[C:10]([C:11]([O:13][CH3:14])=[O:12])=[C:9]([Cl:15])[CH:8]=1)(=[O:6])[NH2:18]. The yield is 0.800. (7) The reactants are [F:1][C:2]1[C:3]([O:11][C:12]2[CH:17]=[CH:16][CH:15]=[C:14]([CH:18]=O)[C:13]=2[O:20][CH3:21])=[C:4]([CH:7]=[CH:8][C:9]=1[CH3:10])[C:5]#[N:6].CN.[C:24]([BH3-])#[N:25].[Na+].[C:28]([OH:35])(=[O:34])/[CH:29]=[CH:30]/[C:31]([OH:33])=[O:32]. The catalyst is C(O)(=O)C.CO. The product is [C:28]([OH:35])(=[O:34])/[CH:29]=[CH:30]/[C:31]([OH:33])=[O:32].[F:1][C:2]1[C:3]([O:11][C:12]2[CH:17]=[CH:16][CH:15]=[C:14]([CH2:18][NH:25][CH3:24])[C:13]=2[O:20][CH3:21])=[C:4]([CH:7]=[CH:8][C:9]=1[CH3:10])[C:5]#[N:6]. The yield is 0.570.